Predict which catalyst facilitates the given reaction. From a dataset of Catalyst prediction with 721,799 reactions and 888 catalyst types from USPTO. (1) Reactant: [F:1][C:2]([F:20])([F:19])[C:3]1[CH:8]=[CH:7][C:6]([CH:9]2[C:18]3[C:13](=[CH:14][CH:15]=[CH:16][CH:17]=3)[CH2:12][CH2:11][NH:10]2)=[CH:5][CH:4]=1.[C:21](N1C=CN=C1)([N:23]1C=CN=C1)=[S:22].N. Product: [F:20][C:2]([F:1])([F:19])[C:3]1[CH:4]=[CH:5][C:6]([CH:9]2[C:18]3[C:13](=[CH:14][CH:15]=[CH:16][CH:17]=3)[CH2:12][CH2:11][N:10]2[C:21](=[S:22])[NH2:23])=[CH:7][CH:8]=1. The catalyst class is: 7. (2) Reactant: C1(P(C2CCCCC2)C2C=CC=CC=2C2C(C(C)C)=CC(C(C)C)=CC=2C(C)C)CCCCC1.C(O)(CC)(C)C.Br[C:42]1[CH:47]=[C:46]([C:48]([CH3:51])([CH3:50])[CH3:49])[CH:45]=[C:44]([C:52]([CH3:55])([CH3:54])[CH3:53])[CH:43]=1.C[Si]([N-][Si](C)(C)C)(C)C.[Li+].[C:66](=[N:79][NH2:80])([C:73]1[CH:78]=[CH:77][CH:76]=[CH:75][CH:74]=1)[C:67]1[CH:72]=[CH:71][CH:70]=[CH:69][CH:68]=1. Product: [C:66](=[N:79][NH:80][C:42]1[CH:47]=[C:46]([C:48]([CH3:51])([CH3:50])[CH3:49])[CH:45]=[C:44]([C:52]([CH3:55])([CH3:54])[CH3:53])[CH:43]=1)([C:73]1[CH:74]=[CH:75][CH:76]=[CH:77][CH:78]=1)[C:67]1[CH:72]=[CH:71][CH:70]=[CH:69][CH:68]=1. The catalyst class is: 848.